Dataset: Full USPTO retrosynthesis dataset with 1.9M reactions from patents (1976-2016). Task: Predict the reactants needed to synthesize the given product. (1) Given the product [Cl:1][C:2]1[S:6][C:5]2[C:7]3([O:13][CH2:14][C:15]([F:16])([F:17])[C:4]=2[CH:3]=1)[CH2:8][CH2:9][N:10]([CH2:30][C:28]1[C:27]([CH2:32][O:33][CH:34]([CH3:36])[CH3:35])=[N:26][N:25]([C:20]2[C:19]([F:18])=[CH:24][CH:23]=[CH:22][N:21]=2)[CH:29]=1)[CH2:11][CH2:12]3, predict the reactants needed to synthesize it. The reactants are: [Cl:1][C:2]1[S:6][C:5]2[C:7]3([O:13][CH2:14][C:15]([F:17])([F:16])[C:4]=2[CH:3]=1)[CH2:12][CH2:11][NH:10][CH2:9][CH2:8]3.[F:18][C:19]1[C:20]([N:25]2[CH:29]=[C:28]([CH:30]=O)[C:27]([CH2:32][O:33][CH:34]([CH3:36])[CH3:35])=[N:26]2)=[N:21][CH:22]=[CH:23][CH:24]=1.C(O[BH-](OC(=O)C)OC(=O)C)(=O)C.[Na+]. (2) Given the product [CH3:16][O:17][C:6]1[CH:5]=[CH:4][CH:3]=[CH:2][C:1]=1[NH:7][C:8]([C:10]1([C:13]([OH:15])=[O:14])[CH2:11][CH2:12]1)=[O:9], predict the reactants needed to synthesize it. The reactants are: [C:1]1([NH:7][C:8]([C:10]2([C:13]([OH:15])=[O:14])[CH2:12][CH2:11]2)=[O:9])[CH:6]=[CH:5][CH:4]=[CH:3][CH:2]=1.[CH3:16][O:17]C1C=CC(N)=CC=1. (3) Given the product [F:15][C:2]([F:14])([F:1])[C:3]1[CH:4]=[CH:5][C:6]([P:9]([C:17]2[CH:22]=[CH:21][C:20]([O:23][CH:24]([CH3:25])[CH3:26])=[C:19]([CH:27]=[CH2:28])[CH:18]=2)(=[O:13])[O:10][CH2:11][CH3:12])=[CH:7][CH:8]=1, predict the reactants needed to synthesize it. The reactants are: [F:1][C:2]([F:15])([F:14])[C:3]1[CH:8]=[CH:7][C:6]([PH:9](=[O:13])[O:10][CH2:11][CH3:12])=[CH:5][CH:4]=1.Br[C:17]1[CH:22]=[CH:21][C:20]([O:23][CH:24]([CH3:26])[CH3:25])=[C:19]([CH:27]=[CH2:28])[CH:18]=1.C(N(CC)CC)C. (4) Given the product [ClH:33].[CH3:1][C:2]1[NH:3][C:4]2[C:9]([C:10]=1[C:11]1[CH:12]=[CH:13][CH:14]=[CH:15][CH:16]=1)=[CH:8][C:7]([O:17][C:18]1[CH:32]=[CH:31][C:21]([O:22][CH:23]3[CH:28]4[CH2:29][CH2:30][N:25]([CH2:26][CH2:27]4)[CH2:24]3)=[CH:20][CH:19]=1)=[CH:6][CH:5]=2, predict the reactants needed to synthesize it. The reactants are: [CH3:1][C:2]1[NH:3][C:4]2[C:9]([C:10]=1[C:11]1[CH:16]=[CH:15][CH:14]=[CH:13][CH:12]=1)=[CH:8][C:7]([O:17][C:18]1[CH:32]=[CH:31][C:21]([O:22][CH:23]3[CH:28]4[CH2:29][CH2:30][N:25]([CH2:26][CH2:27]4)[CH2:24]3)=[CH:20][CH:19]=1)=[CH:6][CH:5]=2.[ClH:33]. (5) Given the product [Br:17][C:14]1[CH:15]=[CH:16][C:11]([N:8]2[CH2:9][CH2:10][CH:6]([NH:22][CH2:21][CH2:20][O:19][CH3:18])[CH2:7]2)=[N:12][CH:13]=1, predict the reactants needed to synthesize it. The reactants are: CS(O[CH:6]1[CH2:10][CH2:9][N:8]([C:11]2[CH:16]=[CH:15][C:14]([Br:17])=[CH:13][N:12]=2)[CH2:7]1)(=O)=O.[CH3:18][O:19][CH2:20][CH2:21][NH2:22]. (6) Given the product [Cl:21][C:22]1[CH:26]=[CH:25][S:24][C:23]=1[C:6](=[O:8])[CH2:5][C:4]([O:3][CH2:1][CH3:2])=[O:9], predict the reactants needed to synthesize it. The reactants are: [CH2:1]([O:3][C:4](=[O:9])[CH2:5][C:6]([O-:8])=O)[CH3:2].[K+].C(N(CC)CC)C.[Cl-].[Mg+2].[Cl-].[Cl:21][C:22]1[CH:26]=[CH:25][S:24][C:23]=1C(Cl)=O.Cl. (7) Given the product [OH:16][C:13]([C:10]1[CH:9]=[CH:8][C:7]([C:5]2[S:6][C:2]([NH:1][C:21]3[CH:26]=[CH:25][C:24]([S:27]([CH3:30])(=[O:29])=[O:28])=[CH:23][N:22]=3)=[C:3]([C:17]([NH2:19])=[O:18])[N:4]=2)=[CH:12][CH:11]=1)([CH3:15])[CH3:14], predict the reactants needed to synthesize it. The reactants are: [NH2:1][C:2]1[S:6][C:5]([C:7]2[CH:12]=[CH:11][C:10]([C:13]([OH:16])([CH3:15])[CH3:14])=[CH:9][CH:8]=2)=[N:4][C:3]=1[C:17]([NH2:19])=[O:18].Br[C:21]1[CH:26]=[CH:25][C:24]([S:27]([CH3:30])(=[O:29])=[O:28])=[CH:23][N:22]=1.CC(C1C=C(C(C)C)C(C2C=CC=CC=2P(C2CCCCC2)C2CCCCC2)=C(C(C)C)C=1)C.C(=O)([O-])[O-].[K+].[K+].C(O)(CC)(C)C.